From a dataset of Peptide-MHC class I binding affinity with 185,985 pairs from IEDB/IMGT. Regression. Given a peptide amino acid sequence and an MHC pseudo amino acid sequence, predict their binding affinity value. This is MHC class I binding data. (1) The binding affinity (normalized) is 0.357. The MHC is HLA-A02:01 with pseudo-sequence HLA-A02:01. The peptide sequence is VTPGPHAQI. (2) The peptide sequence is TARPKRWLL. The MHC is H-2-Db with pseudo-sequence H-2-Db. The binding affinity (normalized) is 0.0557. (3) The peptide sequence is RHRILDIYL. The MHC is Mamu-B03 with pseudo-sequence Mamu-B03. The binding affinity (normalized) is 0.546. (4) The binding affinity (normalized) is 0.410. The peptide sequence is QTIASKKDK. The MHC is HLA-A31:01 with pseudo-sequence HLA-A31:01. (5) The peptide sequence is YQTYVSPGA. The MHC is HLA-A02:01 with pseudo-sequence HLA-A02:01. The binding affinity (normalized) is 1.00. (6) The peptide sequence is SSADLSLEK. The MHC is HLA-A11:01 with pseudo-sequence HLA-A11:01. The binding affinity (normalized) is 0.803. (7) The MHC is HLA-B58:01 with pseudo-sequence HLA-B58:01. The binding affinity (normalized) is 0.0847. The peptide sequence is KMQRMLLEK.